Dataset: Catalyst prediction with 721,799 reactions and 888 catalyst types from USPTO. Task: Predict which catalyst facilitates the given reaction. (1) Reactant: [O-]CC.[Na+].[Cl:5][C:6]1[C:7]([NH:13][NH2:14])=[N:8][CH:9]=[C:10]([Cl:12])[CH:11]=1.[C:15](OCC)(=[O:23])/[CH:16]=[CH:17]\[C:18]([O:20][CH2:21][CH3:22])=[O:19].C(O)(=O)C. Product: [Cl:5][C:6]1[C:7]([N:13]2[CH:17]([C:18]([O:20][CH2:21][CH3:22])=[O:19])[CH2:16][C:15](=[O:23])[NH:14]2)=[N:8][CH:9]=[C:10]([Cl:12])[CH:11]=1. The catalyst class is: 97. (2) Reactant: C(OC([N:8]1[CH2:13][CH2:12][CH:11]([NH:14][CH2:15][C:16]2[CH:21]=[CH:20][C:19]([N+:22]([O-:24])=[O:23])=[C:18]([F:25])[CH:17]=2)[CH2:10][CH2:9]1)=O)(C)(C)C.Cl. Product: [F:25][C:18]1[CH:17]=[C:16]([CH:21]=[CH:20][C:19]=1[N+:22]([O-:24])=[O:23])[CH2:15][NH:14][CH:11]1[CH2:12][CH2:13][NH:8][CH2:9][CH2:10]1. The catalyst class is: 135. (3) The catalyst class is: 13. Reactant: [CH:1]1(/[C:6](/[N:12]2[CH:16]=[C:15]([C:17]3[C:18]4[CH:25]=[CH:24][N:23]([CH2:26][O:27][CH2:28][CH2:29][Si:30]([CH3:33])([CH3:32])[CH3:31])[C:19]=4[N:20]=[CH:21][N:22]=3)[CH:14]=[N:13]2)=[CH:7]\[C:8]([O:10][CH3:11])=[O:9])[CH2:5][CH2:4][CH2:3][CH2:2]1.[H][H]. Product: [CH:1]1([C@@H:6]([N:12]2[CH:16]=[C:15]([C:17]3[C:18]4[CH:25]=[CH:24][N:23]([CH2:26][O:27][CH2:28][CH2:29][Si:30]([CH3:32])([CH3:31])[CH3:33])[C:19]=4[N:20]=[CH:21][N:22]=3)[CH:14]=[N:13]2)[CH2:7][C:8]([O:10][CH3:11])=[O:9])[CH2:5][CH2:4][CH2:3][CH2:2]1. (4) Reactant: [F:1][C:2]1[CH:10]=[C:9]2[C:5]([C:6]([NH2:11])=[N:7][NH:8]2)=[CH:4][CH:3]=1.[C:12](N1C=CC=CC1=O)(N1C=CC=CC1=O)=[S:13]. Product: [F:1][C:2]1[CH:10]=[C:9]2[C:5]([C:6]([N:11]=[C:12]=[S:13])=[N:7][NH:8]2)=[CH:4][CH:3]=1. The catalyst class is: 4. (5) Reactant: I[C:2]1[C:10]2[C:5](=[CH:6][C:7]([S:11]([CH3:14])(=[O:13])=[O:12])=[CH:8][CH:9]=2)[N:4]([CH3:15])[N:3]=1.C([Mg]Cl)(C)C.[CH2:21]([Sn:25]([CH2:31][CH2:32][CH2:33][CH3:34])([CH2:27][CH2:28][CH2:29][CH3:30])Cl)[CH2:22][CH2:23][CH3:24]. Product: [CH3:14][S:11]([C:7]1[CH:6]=[C:5]2[C:10]([C:2]([Sn:25]([CH2:27][CH2:28][CH2:29][CH3:30])([CH2:31][CH2:32][CH2:33][CH3:34])[CH2:21][CH2:22][CH2:23][CH3:24])=[N:3][N:4]2[CH3:15])=[CH:9][CH:8]=1)(=[O:13])=[O:12]. The catalyst class is: 1. (6) Reactant: [C:1]([O:5][C:6](=[O:15])[C:7]1[CH:12]=[CH:11][C:10](Br)=[CH:9][C:8]=1[CH3:14])([CH3:4])([CH3:3])[CH3:2].[Li]CCCC.[Cl:21][C:22]1[CH:23]=[C:24]([C:29]2([C:35]([F:38])([F:37])[F:36])[O:33][CH2:32][C:31](=[O:34])[CH2:30]2)[CH:25]=[C:26]([Cl:28])[CH:27]=1. Product: [C:1]([O:5][C:6](=[O:15])[C:7]1[CH:12]=[CH:11][C:10]([C:31]2([OH:34])[CH2:30][C:29]([C:24]3[CH:25]=[C:26]([Cl:28])[CH:27]=[C:22]([Cl:21])[CH:23]=3)([C:35]([F:37])([F:36])[F:38])[O:33][CH2:32]2)=[CH:9][C:8]=1[CH3:14])([CH3:4])([CH3:3])[CH3:2]. The catalyst class is: 7. (7) Reactant: [OH:1][C:2]1[C:6]2([CH2:11][CH2:10][N:9]([O:12][CH3:13])[CH2:8][CH2:7]2)[NH:5][C:4](=[O:14])[C:3]=1[C:15]1[C:20]([CH3:21])=[CH:19][C:18]([CH3:22])=[CH:17][C:16]=1[CH3:23].C(=O)([O-])[O-].[K+].[K+].[CH2:30](Br)[C:31]1[CH:36]=[CH:35][CH:34]=[CH:33][CH:32]=1.C(OCC)(=O)C. Product: [CH2:30]([O:1][C:2]1[C:6]2([CH2:11][CH2:10][N:9]([O:12][CH3:13])[CH2:8][CH2:7]2)[NH:5][C:4](=[O:14])[C:3]=1[C:15]1[C:20]([CH3:21])=[CH:19][C:18]([CH3:22])=[CH:17][C:16]=1[CH3:23])[C:31]1[CH:36]=[CH:35][CH:34]=[CH:33][CH:32]=1. The catalyst class is: 21. (8) Reactant: [OH-:1].[K+].I[C@@H:4]1[C@H:8]2[O:9][C:10](=[O:13])[C@H:11]3[CH2:12][C@@H:5]1[CH2:6][C@@H:7]23.Cl. Product: [O:1]=[C:8]1[C@@H:7]2[CH2:6][C@@H:5]([CH2:12][C@@H:11]2[C:10]([OH:9])=[O:13])[CH2:4]1. The catalyst class is: 24. (9) Reactant: [Cl:1][C:2]1[CH:3]=[CH:4][C:5]([CH2:12][CH3:13])=[C:6]([CH:11]=1)[C:7]([O:9][CH3:10])=[O:8].OS(O)(=O)=O.[N+:19]([O-])([OH:21])=[O:20].O=S(Cl)Cl. Product: [Cl:1][C:2]1[CH:3]=[C:4]([N+:19]([O-:21])=[O:20])[C:5]([CH2:12][CH3:13])=[C:6]([CH:11]=1)[C:7]([O:9][CH3:10])=[O:8]. The catalyst class is: 5. (10) Reactant: [OH:1][C:2]1[CH:9]=[CH:8][C:5]([CH:6]=[O:7])=[CH:4][CH:3]=1.Cl[C:11]1[CH:18]=[CH:17][C:14]([C:15]#[N:16])=[CH:13][N:12]=1.C(=O)([O-])[O-].[K+].[K+].O. Product: [CH:6]([C:5]1[CH:8]=[CH:9][C:2]([O:1][C:11]2[CH:18]=[CH:17][C:14]([C:15]#[N:16])=[CH:13][N:12]=2)=[CH:3][CH:4]=1)=[O:7]. The catalyst class is: 9.